This data is from Forward reaction prediction with 1.9M reactions from USPTO patents (1976-2016). The task is: Predict the product of the given reaction. (1) Given the reactants [Br:1][C:2]1[CH:3]=[C:4]([C:8]2(O)[CH2:13][CH2:12][NH:11][CH2:10][CH2:9]2)[CH:5]=[CH:6][CH:7]=1.O.[C:16]1([CH3:26])[CH:21]=[CH:20][C:19](S(O)(=O)=O)=[CH:18][CH:17]=1.O.[OH-].[Na+], predict the reaction product. The product is: [CH2:26]([N:11]1[CH2:12][CH:13]=[C:8]([C:4]2[CH:5]=[CH:6][CH:7]=[C:2]([Br:1])[CH:3]=2)[CH2:9][CH2:10]1)[C:16]1[CH:21]=[CH:20][CH:19]=[CH:18][CH:17]=1. (2) Given the reactants [N:1]([O-])=O.[Na+].O.[NH2:6][C:7]1[S:8][CH:9]=[CH:10][C:11]=1[S:12]([CH2:15][C:16]([NH:18][CH2:19][C:20]1[CH:25]=[CH:24][C:23]([Cl:26])=[CH:22][CH:21]=1)=[O:17])(=[O:14])=[O:13], predict the reaction product. The product is: [Cl:26][C:23]1[CH:22]=[CH:21][C:20]([CH2:19][NH:18][C:16]([C:15]2[S:12](=[O:14])(=[O:13])[C:11]3[CH:10]=[CH:9][S:8][C:7]=3[NH:6][N:1]=2)=[O:17])=[CH:25][CH:24]=1. (3) Given the reactants [C:1]([O:5][C:6]([NH:8][C@H:9]([CH2:13][C:14]1[CH:19]=[CH:18][C:17]([C:20]([F:23])([F:22])[F:21])=[CH:16][CH:15]=1)[C:10]([OH:12])=[O:11])=[O:7])([CH3:4])([CH3:3])[CH3:2].[H-].[Na+].[CH3:26]I.O, predict the reaction product. The product is: [C:1]([O:5][C:6]([N:8]([CH3:26])[C@H:9]([CH2:13][C:14]1[CH:19]=[CH:18][C:17]([C:20]([F:21])([F:22])[F:23])=[CH:16][CH:15]=1)[C:10]([OH:12])=[O:11])=[O:7])([CH3:4])([CH3:2])[CH3:3]. (4) Given the reactants [C:1](Cl)(=[O:3])[CH3:2].[NH:5]1[CH2:9][CH2:8][C@H:7]([CH2:10][N:11]([CH2:22][C:23]2[CH:28]=[CH:27][CH:26]=[CH:25][CH:24]=2)[C:12](=[O:21])[O:13][CH2:14][C:15]2[CH:20]=[CH:19][CH:18]=[CH:17][CH:16]=2)[CH2:6]1.C(N(CC)CC)C, predict the reaction product. The product is: [C:1]([N:5]1[CH2:9][CH2:8][C@H:7]([CH2:10][N:11]([CH2:22][C:23]2[CH:24]=[CH:25][CH:26]=[CH:27][CH:28]=2)[C:12](=[O:21])[O:13][CH2:14][C:15]2[CH:16]=[CH:17][CH:18]=[CH:19][CH:20]=2)[CH2:6]1)(=[O:3])[CH3:2]. (5) Given the reactants [N:1]1([C:17]([O:19]CC2C=CC=CC=2)=O)[CH2:16][CH2:15][CH2:14][C@H:2]1[C:3]([NH:5][CH2:6][C:7]([O:9][C:10]([CH3:13])([CH3:12])[CH3:11])=[O:8])=[O:4].[H][H].N1CCC[C@H]1C(NCC(OC(C)(C)C)=O)=O.[NH:45](C(OCC1C=CC=CC=1)=O)[C@H:46]([C:50]([NH:52][C@H:53](C(O)=O)[CH2:54][CH2:55][C:56](=[O:58])[NH2:57])=[O:51])[CH:47]([CH3:49])[CH3:48].N1C=CC=CC=1.C(Cl)(C(C)(C)C)=O, predict the reaction product. The product is: [NH2:45][C@H:46]([C:50]([NH:52][C@H:53]([C:17]([N:1]1[CH2:16][CH2:15][CH2:14][C@H:2]1[C:3]([NH:5][CH2:6][C:7]([O:9][C:10]([CH3:11])([CH3:12])[CH3:13])=[O:8])=[O:4])=[O:19])[CH2:54][CH2:55][C:56](=[O:58])[NH2:57])=[O:51])[CH:47]([CH3:49])[CH3:48]. (6) Given the reactants [CH2:1]([O:8][C:9]1[C:14]([N:15]([CH2:20][CH3:21])[S:16]([CH3:19])(=[O:18])=[O:17])=[CH:13][N:12]2[N:22]=[C:23]([C:30]3[CH:35]=[CH:34][C:33]([F:36])=[CH:32][CH:31]=3)[C:24]([C:25]([O:27]CC)=[O:26])=[C:11]2[CH:10]=1)[C:2]1[CH:7]=[CH:6][CH:5]=[CH:4][CH:3]=1.[OH-].[Na+].O, predict the reaction product. The product is: [CH2:1]([O:8][C:9]1[C:14]([N:15]([CH2:20][CH3:21])[S:16]([CH3:19])(=[O:18])=[O:17])=[CH:13][N:12]2[N:22]=[C:23]([C:30]3[CH:31]=[CH:32][C:33]([F:36])=[CH:34][CH:35]=3)[C:24]([C:25]([OH:27])=[O:26])=[C:11]2[CH:10]=1)[C:2]1[CH:7]=[CH:6][CH:5]=[CH:4][CH:3]=1. (7) Given the reactants C[O:2][C:3](=[O:41])[CH2:4][C@H:5]1[C:9]2[CH:10]=[CH:11][C:12]([O:14][CH2:15][C:16]3[CH:17]=[C:18]([C:22]4[C:27]([CH3:28])=[CH:26][C:25]([O:29][CH2:30][C:31]5([OH:39])[CH2:36][CH2:35][S:34](=[O:38])(=[O:37])[CH2:33][CH2:32]5)=[CH:24][C:23]=4[CH3:40])[CH:19]=[CH:20][CH:21]=3)=[CH:13][C:8]=2[O:7][CH2:6]1.CO.[OH-].[Na+].Cl, predict the reaction product. The product is: [OH:39][C:31]1([CH2:30][O:29][C:25]2[CH:26]=[C:27]([CH3:28])[C:22]([C:18]3[CH:19]=[CH:20][CH:21]=[C:16]([CH2:15][O:14][C:12]4[CH:11]=[CH:10][C:9]5[C@H:5]([CH2:4][C:3]([OH:41])=[O:2])[CH2:6][O:7][C:8]=5[CH:13]=4)[CH:17]=3)=[C:23]([CH3:40])[CH:24]=2)[CH2:32][CH2:33][S:34](=[O:37])(=[O:38])[CH2:35][CH2:36]1.